From a dataset of Forward reaction prediction with 1.9M reactions from USPTO patents (1976-2016). Predict the product of the given reaction. (1) Given the reactants [CH3:1][O:2][C:3]1[CH:8]=[CH:7][C:6]2[C:9]([C:11]([C:14]3[CH:19]=[CH:18][C:17]([OH:20])=[CH:16][CH:15]=3)=[CH:12][O:13][C:5]=2[CH:4]=1)=[O:10].[CH3:21][O:22]C1C=CC(C2C(=O)C3C=CC(O)=CC=3OC=2)=C(O)C=1.[CH3:42][O:43][C:44]1[CH:49]=[CH:48][C:47]([C:50]2[C:55](=[O:56])[C:54]3[CH:57]=[CH:58][C:59]([OH:61])=[CH:60][C:53]=3[O:52][CH:51]=2)=[CH:46][C:45]=1[OH:62].C1OC2C=C(C3C(=O)C4C=CC(O)=CC=4OC=3)C=CC=2[O:64]1, predict the reaction product. The product is: [CH:58]1[C:59]([OH:61])=[CH:60][C:53]2[O:52][CH2:51][C@H:50]3[C:47]4[CH:46]=[C:45]5[O:62][CH2:42][O:43][C:44]5=[CH:49][C:48]=4[O:56][C@H:55]3[C:54]=2[CH:57]=1.[CH3:1][O:2][C:3]1[CH:8]=[CH:7][C:6]2[C@H:9]3[O:10][C:15]4[C:14](=[CH:19][C:18]5[O:22][CH2:21][O:20][C:17]=5[CH:16]=4)[C@@:11]3([OH:64])[CH2:12][O:13][C:5]=2[CH:4]=1. (2) The product is: [Cl:15][C:8]1[CH:9]=[CH:10][C:2]([O:11][CH3:12])=[C:3]([CH:7]=1)[CH2:4][NH2:6]. Given the reactants Cl[C:2]1([O:11][CH3:12])[CH:10]=[CH:9][CH:8]=[CH:7][CH:3]1[C:4]([NH2:6])=O.CO.[ClH:15], predict the reaction product. (3) Given the reactants Cl[C:2]1[CH:11]=[C:10](Cl)[CH:9]=[CH:8][C:3]=1[C:4]([O:6][CH3:7])=[O:5].CN1CC[CH2:16][C:15]1=O.[CH2:20]([Mg]Br)[CH3:21], predict the reaction product. The product is: [CH2:15]([C:2]1[CH:11]=[C:10]([CH2:20][CH3:21])[CH:9]=[CH:8][C:3]=1[C:4]([O:6][CH3:7])=[O:5])[CH3:16]. (4) Given the reactants Br[C:2]1[CH:7]=[CH:6][C:5]([S:8][CH:9]2[CH2:11][CH2:10]2)=[CH:4][CH:3]=1.C([Li])CCC.[CH:17]1([C:20]2[CH:21]=[CH:22][C:23]([CH:36]=[O:37])=[N:24][C:25]=2[O:26][CH2:27][C:28]2[CH:33]=[CH:32][C:31]([O:34][CH3:35])=[CH:30][CH:29]=2)[CH2:19][CH2:18]1.[Cl-].[NH4+], predict the reaction product. The product is: [CH:17]1([C:20]2[CH:21]=[CH:22][C:23]([CH:36]([C:2]3[CH:7]=[CH:6][C:5]([S:8][CH:9]4[CH2:11][CH2:10]4)=[CH:4][CH:3]=3)[OH:37])=[N:24][C:25]=2[O:26][CH2:27][C:28]2[CH:33]=[CH:32][C:31]([O:34][CH3:35])=[CH:30][CH:29]=2)[CH2:18][CH2:19]1.